Dataset: Reaction yield outcomes from USPTO patents with 853,638 reactions. Task: Predict the reaction yield, written as a fraction of the theoretical maximum amount of product (1.0 means a 100% yield; for example, 0.34 means a 34% yield). (1) The reactants are [Cl:1][C:2]1[N:3]=[CH:4][CH:5]=[C:6]2[C:10]([CH3:11])=[C:9]([CH3:12])[NH:8][C:7]=12.I[CH2:14][CH2:15][CH3:16]. No catalyst specified. The product is [Cl:1][C:2]1[N:3]=[CH:4][CH:5]=[C:6]2[C:10]([CH3:11])=[C:9]([CH3:12])[N:8]([CH2:14][CH2:15][CH3:16])[C:7]=12. The yield is 0.950. (2) The reactants are [CH3:1][C:2]1[C:10]2[C:5](=[CH:6][C:7]([NH:11][C:12]3[N:13]=[C:14]([N:21]4[CH2:26][CH2:25][C:24]5[N:27]=[CH:28][N:29](S(C6C=CC(C)=CC=6)(=O)=O)[C:23]=5[CH2:22]4)[C:15]4[O:20][CH:19]=[CH:18][C:16]=4[N:17]=3)=[CH:8][CH:9]=2)[N:4](C(OC(C)(C)C)=O)[N:3]=1.ClC1N=C(Cl)C2OC=CC=2N=1.[OH-].[Na+].[NH4+].[Cl-]. The catalyst is C(Cl)Cl.O1CCOCC1. The product is [N:27]1[C:24]2[CH2:25][CH2:26][N:21]([C:14]3[C:15]4[O:20][CH:19]=[CH:18][C:16]=4[N:17]=[C:12]([NH:11][C:7]4[CH:6]=[C:5]5[C:10]([C:2]([CH3:1])=[N:3][NH:4]5)=[CH:9][CH:8]=4)[N:13]=3)[CH2:22][C:23]=2[NH:29][CH:28]=1. The yield is 0.330.